Dataset: Forward reaction prediction with 1.9M reactions from USPTO patents (1976-2016). Task: Predict the product of the given reaction. (1) Given the reactants C(N(CC)CC)C.[N:8]1([C:14]2[CH:23]=[CH:22][CH:21]=[C:20]3[C:15]=2[C:16]([NH2:25])=[N:17][C:18]([NH2:24])=[N:19]3)[CH2:13][CH2:12][NH:11][CH2:10][CH2:9]1.[CH2:26](Br)[C:27]1[CH:32]=[CH:31][CH:30]=[CH:29][CH:28]=1, predict the reaction product. The product is: [CH2:26]([N:11]1[CH2:12][CH2:13][N:8]([C:14]2[CH:23]=[CH:22][CH:21]=[C:20]3[C:15]=2[C:16]([NH2:25])=[N:17][C:18]([NH2:24])=[N:19]3)[CH2:9][CH2:10]1)[C:27]1[CH:32]=[CH:31][CH:30]=[CH:29][CH:28]=1. (2) Given the reactants [CH3:1][C:2]1[O:13][C:5]2[CH2:6][N:7]([CH3:12])[CH2:8][CH2:9][CH:10]([OH:11])[C:4]=2[CH:3]=1.[Cl:14][C:15]1[C:20]([Cl:21])=[CH:19][CH:18]=[CH:17][C:16]=1F, predict the reaction product. The product is: [ClH:14].[Cl:14][C:15]1[C:20]([Cl:21])=[CH:19][CH:18]=[CH:17][C:16]=1[O:11][CH:10]1[CH2:9][CH2:8][N:7]([CH3:12])[CH2:6][C:5]2[O:13][C:2]([CH3:1])=[CH:3][C:4]1=2. (3) Given the reactants CC1C=[C:5](C)[N:4]([C:8]([CH:10]2[C:23]3[CH:22]=[CH:21][CH:20]=[CH:19][C:18]=3[O:17][C:16]3[C:11]2=[CH:12][CH:13]=[CH:14][CH:15]=3)=[O:9])N=1.[CH3:24][O:25][CH2:26][CH2:27][C:28]1[O:32]C(N)=[N:30][N:29]=1, predict the reaction product. The product is: [CH3:24][O:25][CH2:26][CH2:27][C:28]1[O:32][C:5]([NH:4][C:8]([CH:10]2[C:11]3[CH:12]=[CH:13][CH:14]=[CH:15][C:16]=3[O:17][C:18]3[C:23]2=[CH:22][CH:21]=[CH:20][CH:19]=3)=[O:9])=[N:30][N:29]=1. (4) Given the reactants [CH3:1][S:2]([NH:5][CH2:6][C:7]1[C:15]2[S:14](=[O:17])(=[O:16])[N:13]=[C:12]([CH2:18][C:19]([OH:21])=O)[NH:11][C:10]=2[S:9][CH:8]=1)(=[O:4])=[O:3].F[P-](F)(F)(F)(F)F.N1([O:38][C:39](N(C)C)=[N+](C)C)C2N=CC=CC=2N=N1.CN1CCOCC1.C(OC(=O)[CH:57]([CH3:68])[CH2:58][NH:59][CH2:60][C:61]1[CH:66]=[CH:65][C:64]([F:67])=[CH:63][CH:62]=1)C.[O-]CC.[Na+].C(O)C, predict the reaction product. The product is: [F:67][C:64]1[CH:63]=[CH:62][C:61]([CH2:60][N:59]2[CH2:58][CH:57]([CH3:68])[C:19]([OH:21])=[C:18]([C:12]3[NH:11][C:10]4[S:9][CH:8]=[C:7]([CH2:6][NH:5][S:2]([CH3:1])(=[O:3])=[O:4])[C:15]=4[S:14](=[O:16])(=[O:17])[N:13]=3)[C:39]2=[O:38])=[CH:66][CH:65]=1. (5) Given the reactants [CH2:1]([O:8][C:9]1[CH:10]=[C:11]([CH:18]=[CH:19][CH:20]=1)[CH2:12][CH:13]([C:16]#[N:17])[C:14]#[N:15])[C:2]1[CH:7]=[CH:6][CH:5]=[CH:4][CH:3]=1.[H-].[Na+].Br[CH2:24][CH2:25][C:26]([F:29])([F:28])[F:27], predict the reaction product. The product is: [CH2:1]([O:8][C:9]1[CH:10]=[C:11]([CH:18]=[CH:19][CH:20]=1)[CH2:12][C:13]([CH2:24][CH2:25][C:26]([F:29])([F:28])[F:27])([C:16]#[N:17])[C:14]#[N:15])[C:2]1[CH:3]=[CH:4][CH:5]=[CH:6][CH:7]=1.